From a dataset of Full USPTO retrosynthesis dataset with 1.9M reactions from patents (1976-2016). Predict the reactants needed to synthesize the given product. (1) Given the product [CH2:17]([NH:19][S:20]([C:23]1[CH:28]=[CH:27][C:26]([C:2]2[C:13](=[O:14])[N:12]([CH2:15][CH3:16])[C:5]3[N:6]=[C:7]([S:10][CH3:11])[N:8]=[CH:9][C:4]=3[CH:3]=2)=[C:25]([CH3:32])[CH:24]=1)(=[O:21])=[O:22])[CH3:18], predict the reactants needed to synthesize it. The reactants are: Br[C:2]1[C:13](=[O:14])[N:12]([CH2:15][CH3:16])[C:5]2[N:6]=[C:7]([S:10][CH3:11])[N:8]=[CH:9][C:4]=2[CH:3]=1.[CH2:17]([NH:19][S:20]([C:23]1[CH:28]=[CH:27][C:26](B(O)O)=[C:25]([CH3:32])[CH:24]=1)(=[O:22])=[O:21])[CH3:18].P([O-])([O-])([O-])=O.[K+].[K+].[K+]. (2) Given the product [C:1]12([CH:11]([OH:20])[C:12]([F:19])([F:18])[C:13]([O-:15])=[O:14])[CH2:2][CH:3]3[CH2:4][CH:5]([CH2:6][CH:7]([CH2:9]3)[CH2:8]1)[CH2:10]2.[F:25][C:26]1[CH:31]=[CH:30][C:29]([S+:32]([C:39]2[CH:40]=[CH:41][CH:42]=[CH:43][CH:44]=2)[C:33]2[CH:38]=[CH:37][CH:36]=[CH:35][CH:34]=2)=[CH:28][CH:27]=1, predict the reactants needed to synthesize it. The reactants are: [C:1]12([CH:11]([OH:20])[C:12]([F:19])([F:18])[C:13]([O:15]CC)=[O:14])[CH2:10][CH:5]3[CH2:6][CH:7]([CH2:9][CH:3]([CH2:4]3)[CH2:2]1)[CH2:8]2.[OH-].[Na+].Cl.[Cl-].[F:25][C:26]1[CH:31]=[CH:30][C:29]([S+:32]([C:39]2[CH:44]=[CH:43][CH:42]=[CH:41][CH:40]=2)[C:33]2[CH:38]=[CH:37][CH:36]=[CH:35][CH:34]=2)=[CH:28][CH:27]=1. (3) Given the product [N+:8]([C:5]1[CH:6]=[CH:7][C:2]([C:23]#[C:22][CH2:21][CH2:20][C:24]2[CH:29]=[CH:28][C:27]([CH2:30][C:31]([O:33][CH3:34])=[O:32])=[CH:26][CH:25]=2)=[CH:3][CH:4]=1)([O-:10])=[O:9], predict the reactants needed to synthesize it. The reactants are: I[C:2]1[CH:7]=[CH:6][C:5]([N+:8]([O-:10])=[O:9])=[CH:4][CH:3]=1.CCN(C(C)C)C(C)C.[CH2:20]([C:24]1[CH:29]=[CH:28][C:27]([CH2:30][C:31]([O:33][CH3:34])=[O:32])=[CH:26][CH:25]=1)[CH2:21][C:22]#[CH:23]. (4) Given the product [CH2:15]([C:8]1[CH:9]=[CH:10][CH:11]=[C:12]([CH2:13][CH3:14])[C:7]=1[CH:6]=[O:17])[CH3:16], predict the reactants needed to synthesize it. The reactants are: C(N=[CH:6][C:7]1[C:12]([CH2:13][CH3:14])=[CH:11][CH:10]=[CH:9][C:8]=1[CH2:15][CH3:16])CCC.[OH:17]S(O)(=O)=O. (5) Given the product [N:31]1([CH2:2][CH2:3][CH2:4][O:5][C:6]2[CH:30]=[CH:29][C:9]([CH2:10][N:11]3[C:19]4[C:14](=[CH:15][CH:16]=[CH:17][CH:18]=4)[C:13]4[CH2:20][CH2:21][O:22][C:23]5[CH:28]=[CH:27][CH:26]=[CH:25][C:24]=5[C:12]3=4)=[CH:8][CH:7]=2)[CH2:36][CH2:35][CH2:34][CH2:33][CH2:32]1, predict the reactants needed to synthesize it. The reactants are: Cl[CH2:2][CH2:3][CH2:4][O:5][C:6]1[CH:30]=[CH:29][C:9]([CH2:10][N:11]2[C:19]3[C:14](=[CH:15][CH:16]=[CH:17][CH:18]=3)[C:13]3[CH2:20][CH2:21][O:22][C:23]4[CH:28]=[CH:27][CH:26]=[CH:25][C:24]=4[C:12]2=3)=[CH:8][CH:7]=1.[NH:31]1[CH2:36][CH2:35][CH2:34][CH2:33][CH2:32]1. (6) Given the product [CH3:24][N:21]1[CH2:20][CH2:19][N:18]([C:16]2[CH:17]=[C:12]([N:8]3[CH:7]([CH3:26])[CH2:6][C:5]4[C:10](=[CH:11][C:2]([C:36]5[CH:35]=[N:34][N:33]([CH:30]6[CH2:31][CH2:32][O:27][CH2:28][CH2:29]6)[CH:37]=5)=[CH:3][CH:4]=4)[CH2:9]3)[N:13]=[C:14]([NH2:25])[N:15]=2)[CH2:23][CH2:22]1, predict the reactants needed to synthesize it. The reactants are: Br[C:2]1[CH:11]=[C:10]2[C:5]([CH2:6][CH:7]([CH3:26])[N:8]([C:12]3[CH:17]=[C:16]([N:18]4[CH2:23][CH2:22][N:21]([CH3:24])[CH2:20][CH2:19]4)[N:15]=[C:14]([NH2:25])[N:13]=3)[CH2:9]2)=[CH:4][CH:3]=1.[O:27]1[CH2:32][CH2:31][CH:30]([N:33]2[CH:37]=[C:36](B3OC(C)(C)C(C)(C)O3)[CH:35]=[N:34]2)[CH2:29][CH2:28]1.C(=O)(O)[O-].[Na+].O1CCOCC1. (7) Given the product [NH2:17][C:15]1[C:16]2[C:8]([C:5]3[CH:4]=[CH:3][C:2]([NH:1][C:26]([NH:25][C:19]4[CH:24]=[CH:23][CH:22]=[CH:21][CH:20]=4)=[O:27])=[CH:7][CH:6]=3)=[C:9]([CH3:18])[S:10][C:11]=2[N:12]=[CH:13][N:14]=1, predict the reactants needed to synthesize it. The reactants are: [NH2:1][C:2]1[CH:7]=[CH:6][C:5]([C:8]2[C:16]3[C:15]([NH2:17])=[N:14][CH:13]=[N:12][C:11]=3[S:10][C:9]=2[CH3:18])=[CH:4][CH:3]=1.[C:19]1([N:25]=[C:26]=[O:27])[CH:24]=[CH:23][CH:22]=[CH:21][CH:20]=1. (8) Given the product [Cl:28][C:29]1[CH:30]=[C:31]([CH2:35][CH2:36][O:37][CH2:38][C:39]2[NH:41][C:8](=[O:10])[C:7]3[CH:6]=[C:5]([F:11])[CH:4]=[N:3][C:2]=3[N:40]=2)[CH:32]=[CH:33][CH:34]=1, predict the reactants needed to synthesize it. The reactants are: F[C:2]1[C:7]([C:8]([OH:10])=O)=[CH:6][C:5]([F:11])=[CH:4][N:3]=1.C(Cl)(=O)C(Cl)=O.C(N(CC)C(C)C)(C)C.Cl.[Cl:28][C:29]1[CH:30]=[C:31]([CH2:35][CH2:36][O:37][CH2:38][C:39]([NH2:41])=[NH:40])[CH:32]=[CH:33][CH:34]=1. (9) Given the product [Br:15][C:16]1[CH:17]=[N:18][N:19]([CH:26]2[CH2:27][CH2:22][CH2:23][N:24]([C:28]([O:30][C:31]([CH3:34])([CH3:33])[CH3:32])=[O:29])[CH2:25]2)[CH:20]=1, predict the reactants needed to synthesize it. The reactants are: CC(OC(/N=N/C(OC(C)C)=O)=O)C.[Br:15][C:16]1[CH:17]=[N:18][NH:19][CH:20]=1.O[CH:22]1[CH2:27][CH2:26][CH2:25][N:24]([C:28]([O:30][C:31]([CH3:34])([CH3:33])[CH3:32])=[O:29])[CH2:23]1.C1(P(C2C=CC=CC=2)C2C=CC=CC=2)C=CC=CC=1. (10) Given the product [NH2:19][CH:10]([C:11]1[CH:16]=[CH:15][C:14]([F:17])=[C:13]([F:18])[CH:12]=1)[CH2:9][OH:8], predict the reactants needed to synthesize it. The reactants are: [H-].[H-].[H-].[H-].[Li+].[Al+3].C[O:8][C:9](=O)[CH:10]([NH2:19])[C:11]1[CH:16]=[CH:15][C:14]([F:17])=[C:13]([F:18])[CH:12]=1.